This data is from Cav3 T-type calcium channel HTS with 100,875 compounds. The task is: Binary Classification. Given a drug SMILES string, predict its activity (active/inactive) in a high-throughput screening assay against a specified biological target. The drug is FC(F)(F)C1(NC(=O)CC(C)C)c2c(NC1=O)n(c(=O)n(c2=O)C)C. The result is 0 (inactive).